Dataset: Retrosynthesis with 50K atom-mapped reactions and 10 reaction types from USPTO. Task: Predict the reactants needed to synthesize the given product. (1) Given the product Cn1cc(C=O)c2c(Oc3ccccc3)ccnc21, predict the reactants needed to synthesize it. The reactants are: Cn1cc(C=O)c2c(Br)ccnc21.Oc1ccccc1. (2) Given the product CC(C)(C)OC(=O)N1CC[C@@H](Nc2nc(SCc3cccc(F)c3F)nc3nc(N)sc23)C1, predict the reactants needed to synthesize it. The reactants are: CC(C)(C)OC(=O)N1CC[C@@H](N)C1.Nc1nc2nc(SCc3cccc(F)c3F)nc(Cl)c2s1. (3) Given the product CC(C)(C)OC(=O)N1CC=C(c2cc(C(F)(F)F)ccc2-c2cccc3cnccc23)CC1, predict the reactants needed to synthesize it. The reactants are: CC(C)(C)OC(=O)N1CC=C(c2cc(C(F)(F)F)ccc2Br)CC1.OB(O)c1cccc2cnccc12.